From a dataset of Forward reaction prediction with 1.9M reactions from USPTO patents (1976-2016). Predict the product of the given reaction. (1) The product is: [Cl:12][C:8]1[C:7]2[S:22][C:4]([C:3]3[C:15]([F:19])=[CH:16][CH:17]=[CH:18][C:2]=3[Cl:1])=[N:5][C:6]=2[CH:11]=[CH:10][N:9]=1. Given the reactants [Cl:1][C:2]1[CH:18]=[CH:17][CH:16]=[C:15]([F:19])[C:3]=1[C:4](Cl)=[N:5][C:6]1[CH:11]=[CH:10][N:9]=[C:8]([Cl:12])[C:7]=1F.NC(N)=[S:22].N1C=CC=CC=1.C(N(CC)CC)C, predict the reaction product. (2) Given the reactants [C:1]([O:5][C:6]([N:8]1[CH2:14][CH2:13][C:12]2[C:15]([S:20][C:21](=O)N(C)C)=[C:16]([Cl:19])[CH:17]=[CH:18][C:11]=2[CH2:10][CH2:9]1)=[O:7])([CH3:4])([CH3:3])[CH3:2].BrC[C:28]1[N:29]=[N:30][C:31]([Cl:34])=[CH:32][CH:33]=1, predict the reaction product. The product is: [C:1]([O:5][C:6]([N:8]1[CH2:14][CH2:13][C:12]2[C:15]([S:20][CH2:21][C:28]3[N:29]=[N:30][C:31]([Cl:34])=[CH:32][CH:33]=3)=[C:16]([Cl:19])[CH:17]=[CH:18][C:11]=2[CH2:10][CH2:9]1)=[O:7])([CH3:3])([CH3:4])[CH3:2]. (3) Given the reactants [C:1]([O:5][C:6]([NH:8][C:9]1[N:14]=[C:13]([CH2:15][C:16](OCC)=[O:17])[CH:12]=[CH:11][CH:10]=1)=[O:7])([CH3:4])([CH3:3])[CH3:2].[Li+].[BH4-], predict the reaction product. The product is: [OH:17][CH2:16][CH2:15][C:13]1[N:14]=[C:9]([NH:8][C:6](=[O:7])[O:5][C:1]([CH3:3])([CH3:2])[CH3:4])[CH:10]=[CH:11][CH:12]=1. (4) The product is: [CH3:8][C:5]1[CH:6]=[CH:7][C:2]([N:9]2[CH2:10][CH2:11][CH:12]([NH:15][C:16](=[O:22])[O:17][C:18]([CH3:20])([CH3:19])[CH3:21])[CH2:13][CH2:14]2)=[N:3][CH:4]=1. Given the reactants Br[C:2]1[CH:7]=[CH:6][C:5]([CH3:8])=[CH:4][N:3]=1.[NH:9]1[CH2:14][CH2:13][CH:12]([NH:15][C:16](=[O:22])[O:17][C:18]([CH3:21])([CH3:20])[CH3:19])[CH2:11][CH2:10]1.C1CCN2C(=NCCC2)CC1.CCOC(C)=O, predict the reaction product. (5) Given the reactants [N:1]1([C:6]2[CH:26]=[CH:25][C:9]([CH2:10][C:11]3[C:12]([CH:22]4[CH2:24][CH2:23]4)=[CH:13][C:14]([OH:21])=[C:15]([CH:20]=3)[C:16]([O:18][CH3:19])=[O:17])=[CH:8][CH:7]=2)[CH:5]=[CH:4][CH:3]=[N:2]1.[H-].[Na+].C1C=CC(N([S:36]([C:39]([F:42])([F:41])[F:40])(=[O:38])=[O:37])[S:36]([C:39]([F:42])([F:41])[F:40])(=[O:38])=[O:37])=CC=1.Cl, predict the reaction product. The product is: [N:1]1([C:6]2[CH:7]=[CH:8][C:9]([CH2:10][C:11]3[C:12]([CH:22]4[CH2:23][CH2:24]4)=[CH:13][C:14]([O:21][S:36]([C:39]([F:42])([F:41])[F:40])(=[O:38])=[O:37])=[C:15]([CH:20]=3)[C:16]([O:18][CH3:19])=[O:17])=[CH:25][CH:26]=2)[CH:5]=[CH:4][CH:3]=[N:2]1. (6) Given the reactants Br[C:2]1[CH:7]=[CH:6][C:5]([C:8]2[CH:9]=[CH:10][C:11]([C:21]3[CH:26]=[CH:25][CH:24]=[CH:23][N:22]=3)=[N:12][C:13]=2[C:14]2[CH:19]=[CH:18][C:17](Br)=[CH:16][CH:15]=2)=[CH:4][CH:3]=1.[C:27]1([C:33]2[C:46]3[C:41](=[CH:42][CH:43]=[CH:44][CH:45]=3)[C:40](B(O)O)=[C:39]3[C:34]=2[CH:35]=[CH:36][CH:37]=[CH:38]3)[CH:32]=[CH:31][CH:30]=[CH:29][CH:28]=1.C(=O)([O-])[O-].[Na+].[Na+].[C:56]1([CH3:62])[CH:61]=[CH:60][CH:59]=[CH:58][CH:57]=1, predict the reaction product. The product is: [C:27]1([C:33]2[C:46]3[C:41](=[CH:42][CH:43]=[CH:44][CH:45]=3)[C:40]([C:2]3[CH:7]=[CH:6][C:5]([C:8]4[CH:9]=[CH:10][C:11]([C:21]5[CH:26]=[CH:25][CH:24]=[CH:23][N:22]=5)=[N:12][C:13]=4[C:14]4[CH:19]=[CH:18][C:17]([C:57]5[C:56]6[C:61]([C:60]([C:7]7[CH:2]=[CH:3][CH:4]=[CH:5][CH:6]=7)=[C:59]7[C:58]=5[CH:9]=[CH:8][CH:13]=[CH:14]7)=[CH:10][CH:11]=[CH:21][CH:62]=6)=[CH:16][CH:15]=4)=[CH:4][CH:3]=3)=[C:39]3[C:34]=2[CH:35]=[CH:36][CH:37]=[CH:38]3)[CH:32]=[CH:31][CH:30]=[CH:29][CH:28]=1.